Dataset: Reaction yield outcomes from USPTO patents with 853,638 reactions. Task: Predict the reaction yield, written as a fraction of the theoretical maximum amount of product (1.0 means a 100% yield; for example, 0.34 means a 34% yield). (1) The reactants are [Cl:1][C:2]1[C:11]2[C:6](=[CH:7][C:8]([N+:12]([O-])=O)=[CH:9][CH:10]=2)[C:5]([Cl:15])=[N:4][N:3]=1.[NH4+].[Cl-]. The catalyst is [Fe].CCO. The product is [Cl:1][C:2]1[C:11]2[C:6](=[CH:7][C:8]([NH2:12])=[CH:9][CH:10]=2)[C:5]([Cl:15])=[N:4][N:3]=1. The yield is 0.300. (2) The reactants are [Li+].[BH4-].[Cl:3][C:4]1[CH:5]=[CH:6][C:7]([O:20][CH2:21][C:22]2[CH:27]=[CH:26][C:25]([Cl:28])=[CH:24][C:23]=2[F:29])=[C:8]([CH2:10][C:11]2[N:16]=[C:15]([C:17]([O-])=[O:18])[CH:14]=[CH:13][CH:12]=2)[CH:9]=1.[Na+].C1COCC1.Cl. The catalyst is C1COCC1.CCO.CCOC(C)=O. The product is [Cl:3][C:4]1[CH:5]=[CH:6][C:7]([O:20][CH2:21][C:22]2[CH:27]=[CH:26][C:25]([Cl:28])=[CH:24][C:23]=2[F:29])=[C:8]([CH2:10][C:11]2[N:16]=[C:15]([CH2:17][OH:18])[CH:14]=[CH:13][CH:12]=2)[CH:9]=1. The yield is 1.00. (3) The reactants are F[C:2]1[CH:7]=[CH:6][C:5]([N+:8]([O-:10])=[O:9])=[CH:4][CH:3]=1.[CH3:11][C:12]1[NH:13][CH:14]=[CH:15][N:16]=1.C([O-])([O-])=O.[Cs+].[Cs+]. The catalyst is CN(C=O)C. The product is [CH3:11][C:12]1[N:13]([C:2]2[CH:7]=[CH:6][C:5]([N+:8]([O-:10])=[O:9])=[CH:4][CH:3]=2)[CH:14]=[CH:15][N:16]=1. The yield is 0.890. (4) The yield is 0.490. The product is [F:1][C:2]1[CH:9]=[CH:8][C:7]([CH2:10][C:11]2[NH:12][C:13]([C:26]3[CH:31]=[CH:30][CH:29]=[C:28]([CH3:32])[N:27]=3)=[C:14]([C:16]3[CH:17]=[C:18]4[C:23](=[CH:24][CH:25]=3)[N:22]=[CH:21][CH:20]=[CH:19]4)[N:15]=2)=[CH:6][C:3]=1[C:4]([OH:33])=[O:38]. The reactants are [F:1][C:2]1[CH:9]=[CH:8][C:7]([CH2:10][C:11]2[NH:12][C:13]([C:26]3[CH:31]=[CH:30][CH:29]=[C:28]([CH3:32])[N:27]=3)=[C:14]([C:16]3[CH:17]=[C:18]4[C:23](=[CH:24][CH:25]=3)[N:22]=[CH:21][CH:20]=[CH:19]4)[N:15]=2)=[CH:6][C:3]=1[C:4]#N.[OH:33]S(O)(=O)=O.[OH-:38].[Na+]. The catalyst is O. (5) The reactants are Cl.CN(C)CCCN=C=NCC.[C:13]1([S:23]([NH2:26])(=[O:25])=[O:24])[C:14]([S:19]([NH2:22])(=[O:21])=[O:20])=[CH:15][CH:16]=[CH:17][CH:18]=1.[Cl:27][C:28]1[C:36]([F:37])=[CH:35][C:31]([C:32](O)=[O:33])=[CH:30][N:29]=1.O. The catalyst is CN(C)C1C=CN=CC=1.CN(C)C=O. The product is [Cl:27][C:28]1[C:36]([F:37])=[CH:35][C:31]([C:32]([NH:22][S:19]([C:14]2[CH:15]=[CH:16][CH:17]=[CH:18][C:13]=2[S:23](=[O:25])(=[O:24])[NH2:26])(=[O:21])=[O:20])=[O:33])=[CH:30][N:29]=1. The yield is 0.240.